Task: Predict the reaction yield, written as a fraction of the theoretical maximum amount of product (1.0 means a 100% yield; for example, 0.34 means a 34% yield).. Dataset: Reaction yield outcomes from USPTO patents with 853,638 reactions The reactants are [F:1][C:2]1[CH:7]=[CH:6][CH:5]=[C:4]([F:8])[C:3]=1[N:9]1[C:14]2[N:15]=[C:16]([S:29][CH3:30])[N:17]=[C:18]([C:19]3[CH:20]=[C:21]([CH:25]=[CH:26][C:27]=3[CH3:28])[C:22]([OH:24])=O)[C:13]=2[CH2:12][NH:11][C:10]1=[O:31].[F:32][C:33]1[CH:39]=[CH:38][C:36]([NH2:37])=[CH:35][CH:34]=1.CN(C(ON1N=NC2C=CC=NC1=2)=[N+](C)C)C.F[P-](F)(F)(F)(F)F.C(N(C(C)C)CC)(C)C. The catalyst is C(Cl)Cl.O. The product is [F:1][C:2]1[CH:7]=[CH:6][CH:5]=[C:4]([F:8])[C:3]=1[N:9]1[C:14]2[N:15]=[C:16]([S:29][CH3:30])[N:17]=[C:18]([C:19]3[CH:20]=[C:21]([CH:25]=[CH:26][C:27]=3[CH3:28])[C:22]([NH:37][C:36]3[CH:38]=[CH:39][C:33]([F:32])=[CH:34][CH:35]=3)=[O:24])[C:13]=2[CH2:12][NH:11][C:10]1=[O:31]. The yield is 0.890.